Dataset: Full USPTO retrosynthesis dataset with 1.9M reactions from patents (1976-2016). Task: Predict the reactants needed to synthesize the given product. (1) Given the product [NH2:36][C:37]1[N:21]([C@@H:22]2[C@H:26]([CH2:27][CH3:28])[CH2:25][C@H:24]([NH:29][S:30]([CH:33]3[CH2:35][CH2:34]3)(=[O:31])=[O:32])[CH2:23]2)[C:3]2=[C:4]3[CH:10]=[CH:9][N:8]([S:11]([C:14]4[CH:15]=[CH:16][C:17]([CH3:18])=[CH:19][CH:20]=4)(=[O:12])=[O:13])[C:5]3=[N:6][CH:7]=[C:2]2[N:1]=1, predict the reactants needed to synthesize it. The reactants are: [NH2:1][C:2]1[C:3]([NH:21][C@@H:22]2[C@H:26]([CH2:27][CH3:28])[CH2:25][C@H:24]([NH:29][S:30]([CH:33]3[CH2:35][CH2:34]3)(=[O:32])=[O:31])[CH2:23]2)=[C:4]2[CH:10]=[CH:9][N:8]([S:11]([C:14]3[CH:20]=[CH:19][C:17]([CH3:18])=[CH:16][CH:15]=3)(=[O:13])=[O:12])[C:5]2=[N:6][CH:7]=1.[N:36]#[C:37]Br. (2) Given the product [F:21][C:22]1[CH:23]=[CH:24][C:25]([C:31]2[N:32]=[CH:33][CH:34]=[CH:35][N:36]=2)=[C:26]([C:27]([N:17]2[CH2:16][CH:15]3[CH:19]([CH2:20][N:13]([C:9]4[N:8]=[C:7]([C:1]5[CH:2]=[CH:3][CH:4]=[CH:5][CH:6]=5)[CH:12]=[CH:11][N:10]=4)[CH2:14]3)[CH2:18]2)=[O:28])[CH:30]=1, predict the reactants needed to synthesize it. The reactants are: [C:1]1([C:7]2[CH:12]=[CH:11][N:10]=[C:9]([N:13]3[CH2:20][CH:19]4[CH:15]([CH2:16][NH:17][CH2:18]4)[CH2:14]3)[N:8]=2)[CH:6]=[CH:5][CH:4]=[CH:3][CH:2]=1.[F:21][C:22]1[CH:23]=[CH:24][C:25]([C:31]2[N:36]=[CH:35][CH:34]=[CH:33][N:32]=2)=[C:26]([CH:30]=1)[C:27](O)=[O:28]. (3) Given the product [NH:33]1[CH:37]=[C:36]([CH2:38][CH:39]2[CH2:48][CH2:47][C:46]3[C:41](=[CH:42][CH:43]=[CH:44][CH:45]=3)[C:40]2=[CH:58][C:59]#[N:60])[N:35]=[CH:34]1, predict the reactants needed to synthesize it. The reactants are: [H-].[Na+].P(=O)([O-])OC(CC)(CC)C#N.C([N:33]1[CH:37]=[C:36]([CH2:38][CH:39]2[CH2:48][CH2:47][C:46]3[C:41](=[CH:42][CH:43]=[CH:44][CH:45]=3)[C:40]2=O)[N:35]=[CH:34]1)(C1C=CC=CC=1)(C1C=CC=CC=1)C1C=CC=CC=1.C(OP([CH2:58][C:59]#[N:60])(=O)OCC)C. (4) Given the product [Cl:11][C:12]1[CH:19]=[CH:18][CH:17]=[C:16]([O:9][C:8]2[CH:3]=[C:4]([CH3:10])[CH:5]=[CH:6][CH:7]=2)[C:13]=1[C:14]#[N:15], predict the reactants needed to synthesize it. The reactants are: [H-].[Na+].[CH:3]1[C:8]([OH:9])=[CH:7][CH:6]=[CH:5][C:4]=1[CH3:10].[Cl:11][C:12]1[CH:19]=[CH:18][CH:17]=[C:16](Cl)[C:13]=1[C:14]#[N:15].O. (5) Given the product [C:35]([O:39][CH2:40][CH2:41][O:42][C:13]1[C:12]([C:9]2[CH:10]=[N:11][C:6]([NH:5][C:4]([NH:3][CH2:1][CH3:2])=[O:32])=[CH:7][C:8]=2[C:23]2[S:24][CH:25]=[C:26]([C:28]([F:31])([F:30])[F:29])[N:27]=2)=[CH:17][C:16]([C:18]([OH:20])=[O:19])=[CH:15][N:14]=1)([CH3:38])([CH3:37])[CH3:36], predict the reactants needed to synthesize it. The reactants are: [CH2:1]([NH:3][C:4](=[O:32])[NH:5][C:6]1[N:11]=[CH:10][C:9]([C:12]2[C:13](F)=[N:14][CH:15]=[C:16]([C:18]([O:20]C)=[O:19])[CH:17]=2)=[C:8]([C:23]2[S:24][CH:25]=[C:26]([C:28]([F:31])([F:30])[F:29])[N:27]=2)[CH:7]=1)[CH3:2].[H-].[Na+].[C:35]([O:39][CH2:40][CH2:41][OH:42])([CH3:38])([CH3:37])[CH3:36]. (6) Given the product [CH3:12][O:13][C:14]1[CH:19]=[C:18]([N+:20]([O-:22])=[O:21])[CH:17]=[CH:16][C:15]=1[S:23]([CH2:24][CH2:25][O:26][CH2:27][CH2:28][O:29][CH2:30][CH2:31][O:32][CH3:33])=[O:9], predict the reactants needed to synthesize it. The reactants are: C1C=C(Cl)C=C(C(OO)=[O:9])C=1.[CH3:12][O:13][C:14]1[CH:19]=[C:18]([N+:20]([O-:22])=[O:21])[CH:17]=[CH:16][C:15]=1[S:23][CH2:24][CH2:25][O:26][CH2:27][CH2:28][O:29][CH2:30][CH2:31][O:32][CH3:33]. (7) Given the product [Cl:19][C:17]1[CH:16]=[CH:15][C:14]2[N:8]([CH2:7][C:6]([CH3:42])([CH3:43])[CH2:5][OH:4])[C:9](=[O:41])[C@@H:10]([CH2:30][CH2:31][N:32]3[CH:36]=[CH:35][C:34]([C:37]([OH:39])=[O:38])=[N:33]3)[O:11][C@H:12]([C:20]3[CH:25]=[CH:24][CH:23]=[C:22]([O:26][CH3:27])[C:21]=3[O:28][CH3:29])[C:13]=2[CH:18]=1, predict the reactants needed to synthesize it. The reactants are: C([O:4][CH2:5][C:6]([CH3:43])([CH3:42])[CH2:7][N:8]1[C:14]2[CH:15]=[CH:16][C:17]([Cl:19])=[CH:18][C:13]=2[C@@H:12]([C:20]2[CH:25]=[CH:24][CH:23]=[C:22]([O:26][CH3:27])[C:21]=2[O:28][CH3:29])[O:11][C@H:10]([CH2:30][CH2:31][N:32]2[CH:36]=[CH:35][C:34]([C:37]([O:39]C)=[O:38])=[N:33]2)[C:9]1=[O:41])(=O)C.[OH-].[Na+].C(O)C.Cl. (8) Given the product [Cl:13][SiH:14]1[N:7]([CH:8]([CH3:10])[CH3:9])[CH:6]=[CH:5][N:4]1[CH:1]([CH3:3])[CH3:2], predict the reactants needed to synthesize it. The reactants are: [CH:1]([N-:4][CH:5]=[CH:6][N-:7][CH:8]([CH3:10])[CH3:9])([CH3:3])[CH3:2].[Li+].[Li+].[Cl:13][SiH:14](Cl)Cl. (9) Given the product [ClH:1].[F:16][C:13]1([F:17])[CH2:14][CH2:15][CH:10]([NH2:6])[CH2:11][CH2:12]1, predict the reactants needed to synthesize it. The reactants are: [ClH:1].CC([N:6]([CH:10]1[CH2:15][CH2:14][C:13]([F:17])([F:16])[CH2:12][CH2:11]1)C(=O)[O-])(C)C. (10) Given the product [O:1]=[C:2]1[C:11]2[C:6](=[CH:7][C:8]([C:12]([OH:14])=[O:13])=[CH:9][CH:10]=2)[CH:5]=[CH:4][NH:3]1, predict the reactants needed to synthesize it. The reactants are: [O:1]=[C:2]1[C:11]2[C:6](=[CH:7][C:8]([C:12]([O:14]C)=[O:13])=[CH:9][CH:10]=2)[CH:5]=[CH:4][NH:3]1.O1CCCC1.[OH-].[Li+].